From a dataset of Full USPTO retrosynthesis dataset with 1.9M reactions from patents (1976-2016). Predict the reactants needed to synthesize the given product. (1) Given the product [CH2:10]([C:9]1[NH:8][N:7]=[C:2]([C:3]([O:5][CH2:6][CH3:18])=[O:4])[N:1]=1)[C:11]1[CH:16]=[CH:15][CH:14]=[CH:13][CH:12]=1, predict the reactants needed to synthesize it. The reactants are: [NH2:1][C:2](=[N:7][NH:8][C:9](=O)[CH2:10][C:11]1[CH:16]=[CH:15][CH:14]=[CH:13][CH:12]=1)[C:3]([O:5][CH3:6])=[O:4].[CH3:18]O. (2) Given the product [CH:1]([S:10]([OH:13])(=[O:12])=[O:11])=[CH:2][C:3]1[CH:8]=[CH:7][CH:6]=[CH:5][CH:4]=1, predict the reactants needed to synthesize it. The reactants are: [CH2:1]=[CH:2][C:3]1[CH:8]=[CH:7][CH:6]=[CH:5][CH:4]=1.Cl[S:10]([OH:13])(=[O:12])=[O:11].ClCCl. (3) The reactants are: S(Cl)(Cl)=O.[OH:5][C:6]1[C:7]([C:16]([OH:18])=O)=[CH:8][C:9]2[C:14]([CH:15]=1)=[CH:13][CH:12]=[CH:11][CH:10]=2.Cl.CO[NH:22][CH3:23].[OH-:24].[Na+].Cl.Cl[CH2:28]Cl. Given the product [CH3:28][O:24][CH2:23][NH:22][C:16]([C:7]1[C:6]([OH:5])=[CH:15][C:14]2[C:9](=[CH:10][CH:11]=[CH:12][CH:13]=2)[CH:8]=1)=[O:18], predict the reactants needed to synthesize it. (4) Given the product [F:14][C:15]1[CH:22]=[CH:21][CH:20]=[C:19]([O:7][CH2:6][C:5]2[CH:8]=[C:9]([F:13])[CH:10]=[C:11]([F:12])[C:4]=2[F:3])[C:16]=1[C:17]#[N:18], predict the reactants needed to synthesize it. The reactants are: [H-].[Na+].[F:3][C:4]1[C:11]([F:12])=[CH:10][C:9]([F:13])=[CH:8][C:5]=1[CH2:6][OH:7].[F:14][C:15]1[CH:22]=[CH:21][CH:20]=[C:19](F)[C:16]=1[C:17]#[N:18].CC(=O)OCC. (5) The reactants are: [N:1]([C@@H:4]1[C@@H:8]([CH:9](C(=O)C2C=CC=CC=2)[OH:10])[O:7][C@@H:6]([N:19]2[CH:26]=[C:25]([F:27])[C:23](=[O:24])[NH:22][C:20]2=[O:21])[CH2:5]1)=[N+:2]=[N-:3].N. Given the product [N:1]([C@@H:4]1[C@@H:8]([CH2:9][OH:10])[O:7][C@@H:6]([N:19]2[CH:26]=[C:25]([F:27])[C:23](=[O:24])[NH:22][C:20]2=[O:21])[CH2:5]1)=[N+:2]=[N-:3], predict the reactants needed to synthesize it. (6) Given the product [Br:3][C:4]1[CH:5]=[C:6]([C:18]([NH:22][CH2:23][C:24]2[C:25](=[O:32])[NH:26][C:27]([CH3:31])=[CH:28][C:29]=2[CH3:30])=[O:20])[C:7]2[CH:8]=[N:9][N:10]([CH:13]3[CH2:14][CH2:15][CH2:16][CH2:17]3)[C:11]=2[CH:12]=1, predict the reactants needed to synthesize it. The reactants are: [OH-].[Na+].[Br:3][C:4]1[CH:5]=[C:6]([C:18]([O:20]C)=O)[C:7]2[CH:8]=[N:9][N:10]([CH:13]3[CH2:17][CH2:16][CH2:15][CH2:14]3)[C:11]=2[CH:12]=1.[NH2:22][CH2:23][C:24]1[C:25](=[O:32])[NH:26][C:27]([CH3:31])=[CH:28][C:29]=1[CH3:30].C1CN([P+](ON2N=NC3C=CC=CC2=3)(N2CCCC2)N2CCCC2)CC1.F[P-](F)(F)(F)(F)F. (7) Given the product [NH2:14][C:15]1[CH:16]=[CH:17][C:18]([B:31]2[O:48][C:45]([CH3:47])([CH3:46])[C:42]([CH3:44])([CH3:43])[O:41]2)=[CH:19][CH:20]=1, predict the reactants needed to synthesize it. The reactants are: C(=[N:14][C:15]1[CH:20]=[CH:19][C:18](Br)=[CH:17][C:16]=1OC)(C1C=CC=CC=1)C1C=CC=CC=1.C([Li])CCC.CO[B:31](OC)OC.S(=O)(=O)(O)O.[OH:41][C:42]([C:45]([OH:48])([CH3:47])[CH3:46])([CH3:44])[CH3:43].[OH-].[Na+].